From a dataset of Forward reaction prediction with 1.9M reactions from USPTO patents (1976-2016). Predict the product of the given reaction. (1) Given the reactants [C:1]([C:5]1[CH:6]=[C:7]([CH:10]=[C:11]([C:14]([CH3:17])([CH3:16])[CH3:15])[C:12]=1[OH:13])[CH:8]=O)([CH3:4])([CH3:3])[CH3:2].[CH3:18][S:19]([CH2:22][C:23]#[N:24])(=[O:21])=[O:20], predict the reaction product. The product is: [C:1]([C:5]1[CH:6]=[C:7](/[CH:8]=[C:22](/[S:19]([CH3:18])(=[O:21])=[O:20])\[C:23]#[N:24])[CH:10]=[C:11]([C:14]([CH3:17])([CH3:16])[CH3:15])[C:12]=1[OH:13])([CH3:4])([CH3:3])[CH3:2]. (2) Given the reactants [Br:1][C:2]1[C:3]([C:9]([F:16])([F:15])[CH2:10][C:11]([F:14])([F:13])[F:12])=[N:4][N:5]([CH2:7]O)[CH:6]=1.S(Cl)([Cl:19])=O, predict the reaction product. The product is: [Br:1][C:2]1[C:3]([C:9]([F:16])([F:15])[CH2:10][C:11]([F:14])([F:13])[F:12])=[N:4][N:5]([CH2:7][Cl:19])[CH:6]=1. (3) Given the reactants [CH3:1][O:2][C:3](=[O:18])[C:4]([C:8](=[O:17])[C:9]1[CH:14]=[CH:13][C:12]([CH3:15])=[C:11]([CH3:16])[CH:10]=1)=[CH:5]OC.[F:19][C:20]([F:29])([F:28])[C:21]1[CH:26]=[CH:25][C:24]([NH2:27])=[CH:23][CH:22]=1, predict the reaction product. The product is: [CH3:1][O:2][C:3](=[O:18])[C:4]([C:8](=[O:17])[C:9]1[CH:14]=[CH:13][C:12]([CH3:15])=[C:11]([CH3:16])[CH:10]=1)=[CH:5][NH:27][C:24]1[CH:25]=[CH:26][C:21]([C:20]([F:19])([F:28])[F:29])=[CH:22][CH:23]=1. (4) Given the reactants [CH:1]1[CH:2]=[CH:3][C:4]2[CH:15]3[CH2:16][N:17]=[C:18]([NH2:19])[N:14]3[C:13]3[CH:12]=[CH:11][CH:10]=[CH:9][C:8]=3[CH2:7][C:5]=2[CH:6]=1.Cl.C(OCC)(=O)C.C(OC(C)C)(=O)CCCCCCCCCCCCC.C([O-])(=O)C=C, predict the reaction product. The product is: [CH:1]1[CH:2]=[CH:3][C:4]2[CH:15]3[CH2:16][N:17]=[C:18]([NH2:19])[N:14]3[C:13]3[CH:12]=[CH:11][CH:10]=[CH:9][C:8]=3[CH2:7][C:5]=2[CH:6]=1.